Dataset: Full USPTO retrosynthesis dataset with 1.9M reactions from patents (1976-2016). Task: Predict the reactants needed to synthesize the given product. (1) Given the product [CH3:1][O:2][C:3](=[O:27])[CH:4]([CH:8]1[CH2:12][CH2:11][CH2:10][N:9]1[C:13]([C:15]1[CH:16]=[CH:17][C:18]([C:21]2[CH:26]=[CH:25][CH:24]=[CH:23][CH:22]=2)=[CH:19][CH:20]=1)=[O:14])[CH2:5][C:6]#[C:7][C:40]1[CH:39]=[N:38][CH:37]=[CH:36][C:35]=1[NH:34][C:33]([O:32][C:28]([CH3:31])([CH3:30])[CH3:29])=[O:42], predict the reactants needed to synthesize it. The reactants are: [CH3:1][O:2][C:3](=[O:27])[CH:4]([CH:8]1[CH2:12][CH2:11][CH2:10][N:9]1[C:13]([C:15]1[CH:20]=[CH:19][C:18]([C:21]2[CH:26]=[CH:25][CH:24]=[CH:23][CH:22]=2)=[CH:17][CH:16]=1)=[O:14])[CH2:5][C:6]#[CH:7].[C:28]([O:32][C:33](=[O:42])[NH:34][C:35]1[CH:40]=[CH:39][N:38]=[CH:37][C:36]=1I)([CH3:31])([CH3:30])[CH3:29].C(N(CC)CC)C. (2) Given the product [OH:18][C:13]1[CH:14]=[CH:15][CH:16]=[CH:17][C:12]=1[C:8]1[N:7]=[C:6]([N:19]2[CH2:24][CH2:23][N:22]([C:30](=[O:31])[C:29](=[O:33])[CH2:28][CH2:27][S:26][CH3:25])[CH2:21][CH2:20]2)[C:5]2[C:10](=[CH:11][C:2]([CH3:1])=[CH:3][CH:4]=2)[N:9]=1, predict the reactants needed to synthesize it. The reactants are: [CH3:1][C:2]1[CH:11]=[C:10]2[C:5]([C:6]([N:19]3[CH2:24][CH2:23][NH:22][CH2:21][CH2:20]3)=[N:7][C:8]([C:12]3[CH:17]=[CH:16][CH:15]=[CH:14][C:13]=3[OH:18])=[N:9]2)=[CH:4][CH:3]=1.[CH3:25][S:26][CH2:27][CH2:28][C:29](=[O:33])[C:30]([O-])=[O:31].[Na+].F[P-](F)(F)(F)(F)F.N1(O[P+](N(C)C)(N(C)C)N(C)C)C2C=CC=CC=2N=N1.C(N(CC)CC)C.C([O-])(O)=O.[Na+]. (3) Given the product [C:16]([O:20][C:21]([NH:23][C:24]1[C:29]([CH:33]=[O:34])=[N:28][CH:27]=[CH:26][N:25]=1)=[O:22])([CH3:19])([CH3:17])[CH3:18], predict the reactants needed to synthesize it. The reactants are: C([Li])CCC.CC1(C)CCCC(C)(C)N1.[C:16]([O:20][C:21]([NH:23][C:24]1[CH:29]=[N:28][CH:27]=[CH:26][N:25]=1)=[O:22])([CH3:19])([CH3:18])[CH3:17].CN([CH:33]=[O:34])C. (4) Given the product [NH2:21][C:18]1[CH:19]=[CH:20][C:11]([O:10][CH:9]([C:6]2[CH:7]=[CH:8][C:3]([C:2]([F:1])([F:34])[F:35])=[CH:4][CH:5]=2)[C:24]2[CH:25]=[CH:26][C:27]([C:30]([F:31])([F:32])[F:33])=[CH:28][CH:29]=2)=[C:12]([CH:17]=1)[C:13]([O:15][CH3:16])=[O:14], predict the reactants needed to synthesize it. The reactants are: [F:1][C:2]([F:35])([F:34])[C:3]1[CH:8]=[CH:7][C:6]([CH:9]([C:24]2[CH:29]=[CH:28][C:27]([C:30]([F:33])([F:32])[F:31])=[CH:26][CH:25]=2)[O:10][C:11]2[CH:20]=[CH:19][C:18]([N+:21]([O-])=O)=[CH:17][C:12]=2[C:13]([O:15][CH3:16])=[O:14])=[CH:5][CH:4]=1.[Cl-].[Ca+2].[Cl-]. (5) Given the product [F:24][CH:2]([F:1])[C:3]1[N:8]2[N:9]=[CH:10][C:11]([C:12]#[C:13][C:26]3[CH:27]=[C:28]([S:32]([NH2:35])(=[O:34])=[O:33])[CH:29]=[N:30][CH:31]=3)=[C:7]2[N:6]=[C:5]([C:14]2[CH:19]=[CH:18][C:17]([C:20]([F:23])([F:22])[F:21])=[CH:16][CH:15]=2)[CH:4]=1, predict the reactants needed to synthesize it. The reactants are: [F:1][CH:2]([F:24])[C:3]1[N:8]2[N:9]=[CH:10][C:11]([C:12]#[CH:13])=[C:7]2[N:6]=[C:5]([C:14]2[CH:19]=[CH:18][C:17]([C:20]([F:23])([F:22])[F:21])=[CH:16][CH:15]=2)[CH:4]=1.Br[C:26]1[CH:27]=[C:28]([S:32]([NH2:35])(=[O:34])=[O:33])[CH:29]=[N:30][CH:31]=1. (6) Given the product [CH3:3][O:4][C:5]1[CH:6]=[CH:7][C:8]2[N:12]3[C:11]([O:26][CH2:15][CH2:14][CH2:13]3)=[CH:10][C:9]=2[N:22]=1, predict the reactants needed to synthesize it. The reactants are: [H-].[Na+].[CH3:3][O:4][C:5]1[CH:6]=[CH:7][C:8]2[N:12]3[CH2:13][C:14]4C([C:11]3=[C:10](C=O)[C:9]=2[N:22]=1)=CC=C[CH:15]=4.CN(C)C=[O:26].